Dataset: Reaction yield outcomes from USPTO patents with 853,638 reactions. Task: Predict the reaction yield, written as a fraction of the theoretical maximum amount of product (1.0 means a 100% yield; for example, 0.34 means a 34% yield). (1) The product is [CH2:21]([NH:28][C:2]1[CH:7]=[CH:6][C:5]([S:8]([N:11]2[CH2:16][CH2:15][N:14]([CH3:17])[CH2:13][CH2:12]2)(=[O:10])=[O:9])=[CH:4][C:3]=1[N+:18]([O-:20])=[O:19])[C:22]1[CH:27]=[CH:26][CH:25]=[CH:24][CH:23]=1. The yield is 0.860. The reactants are Cl[C:2]1[CH:7]=[CH:6][C:5]([S:8]([N:11]2[CH2:16][CH2:15][N:14]([CH3:17])[CH2:13][CH2:12]2)(=[O:10])=[O:9])=[CH:4][C:3]=1[N+:18]([O-:20])=[O:19].[CH2:21]([NH2:28])[C:22]1[CH:27]=[CH:26][CH:25]=[CH:24][CH:23]=1. The catalyst is C1COCC1. (2) The reactants are [CH2:1]([NH:3][C:4]1[C:13]2[C:8](=[CH:9][CH:10]=[CH:11][CH:12]=2)[CH:7]=[CH:6][CH:5]=1)[CH3:2].C(N(C(C)C)CC)(C)C.Br[CH2:24][CH2:25][CH2:26][C:27]([O:29][CH2:30][CH3:31])=[O:28]. No catalyst specified. The product is [CH2:1]([N:3]([C:4]1[C:13]2[C:8](=[CH:9][CH:10]=[CH:11][CH:12]=2)[CH:7]=[CH:6][CH:5]=1)[CH2:24][CH2:25][CH2:26][C:27]([O:29][CH2:30][CH3:31])=[O:28])[CH3:2]. The yield is 0.320. (3) The reactants are [C:1](Cl)(=[O:7])[CH2:2][CH2:3][CH2:4][CH2:5][CH3:6].[F:9][C:10]1[CH:15]=[CH:14][C:13]([C:16]2([C:43]3[CH:48]=[CH:47][CH:46]=[CH:45][CH:44]=3)[O:21][C:20]3[CH:22]=[C:23]([C:30]4[CH:35]=[CH:34][C:33]([C:36]5[CH:41]=[CH:40][C:39]([OH:42])=[CH:38][CH:37]=5)=[CH:32][CH:31]=4)[C:24]4[C:29]([C:19]=3[CH:18]=[CH:17]2)=[CH:28][CH:27]=[CH:26][CH:25]=4)=[CH:12][CH:11]=1.N1C=CC=CC=1.Cl. The catalyst is C(Cl)Cl. The product is [F:9][C:10]1[CH:15]=[CH:14][C:13]([C:16]2([C:43]3[CH:48]=[CH:47][CH:46]=[CH:45][CH:44]=3)[O:21][C:20]3[CH:22]=[C:23]([C:30]4[CH:35]=[CH:34][C:33]([C:36]5[CH:41]=[CH:40][C:39]([O:42][C:1](=[O:7])[CH2:2][CH2:3][CH2:4][CH2:5][CH3:6])=[CH:38][CH:37]=5)=[CH:32][CH:31]=4)[C:24]4[C:29]([C:19]=3[CH:18]=[CH:17]2)=[CH:28][CH:27]=[CH:26][CH:25]=4)=[CH:12][CH:11]=1. The yield is 0.720.